Dataset: Forward reaction prediction with 1.9M reactions from USPTO patents (1976-2016). Task: Predict the product of the given reaction. (1) Given the reactants [NH2:1][CH2:2][C:3]1[CH:4]=[CH:5][CH:6]=[C:7]2[C:12]=1[N:11]=[CH:10][CH:9]=[C:8]2[O:13][C:14]1[CH:22]=[CH:21][C:17]([C:18]([NH2:20])=[O:19])=[CH:16][CH:15]=1.[CH3:23][CH:24]([CH3:28])[CH2:25][CH:26]=O.[BH4-].[Na+], predict the reaction product. The product is: [CH3:23][CH:24]([CH3:28])[CH2:25][CH2:26][NH:1][CH2:2][C:3]1[CH:4]=[CH:5][CH:6]=[C:7]2[C:12]=1[N:11]=[CH:10][CH:9]=[C:8]2[O:13][C:14]1[CH:22]=[CH:21][C:17]([C:18]([NH2:20])=[O:19])=[CH:16][CH:15]=1. (2) Given the reactants [OH:1][C@H:2]1[CH2:6][N:5]([C:7](=[O:26])[C@@H:8]([NH:18][C:19](=[O:25])[O:20][C:21]([CH3:24])([CH3:23])[CH3:22])[C@H:9]([CH3:17])[CH2:10][CH:11]([CH3:16])[CH2:12][CH2:13][CH:14]=[CH2:15])[C@H:4]([C:27](=[O:44])[NH:28][C@:29]2([C:34](=[O:43])[NH:35][S:36]([C:39]3([CH3:42])[CH2:41][CH2:40]3)(=[O:38])=[O:37])[CH2:31][C@H:30]2[CH:32]=[CH2:33])[CH2:3]1.[C:45](OC(N[C@@H]([C@H](CC)CC(C)CCC=C)C(N1C[C@H](O)C[C@H]1C(O)=O)=O)=O)(C)(C)C.C(OC(NC([C@H](C)CC(C)CCC=C)C(N1C[C@H](O)C[C@H]1C(O)=O)=O)=O)(C)(C)C, predict the reaction product. The product is: [CH2:17]([C@H:9]([CH2:10][CH:11]([CH3:16])[CH2:12][CH2:13][CH:14]=[CH2:15])[C@H:8]([NH:18][C:19](=[O:25])[O:20][C:21]([CH3:24])([CH3:23])[CH3:22])[C:7]([N:5]1[CH2:6][C@H:2]([OH:1])[CH2:3][C@H:4]1[C:27](=[O:44])[NH:28][C@:29]1([C:34](=[O:43])[NH:35][S:36]([C:39]2([CH3:42])[CH2:40][CH2:41]2)(=[O:38])=[O:37])[CH2:31][C@H:30]1[CH:32]=[CH2:33])=[O:26])[CH3:45]. (3) Given the reactants [CH3:1][N:2]([CH3:38])[C:3](=[O:37])[CH2:4][CH2:5][C@H:6]([C@@H:8]1[C@:25]2([CH3:26])[C:11]([C:12]3[CH2:13][CH2:14][C@@H:15]4[C@:20]([C:22]=3[CH2:23][CH2:24]2)([CH3:21])[CH2:19][CH2:18][C@H:17]([O:27][Si](C(C)(C)C)(C)C)[C:16]4([CH3:36])[CH3:35])=[CH:10][CH2:9]1)[CH3:7].Cl, predict the reaction product. The product is: [CH3:38][N:2]([CH3:1])[C:3](=[O:37])[CH2:4][CH2:5][C@H:6]([C@@H:8]1[C@:25]2([CH3:26])[C:11]([C:12]3[CH2:13][CH2:14][C@@H:15]4[C@:20]([C:22]=3[CH2:23][CH2:24]2)([CH3:21])[CH2:19][CH2:18][C@H:17]([OH:27])[C:16]4([CH3:36])[CH3:35])=[CH:10][CH2:9]1)[CH3:7].